This data is from Full USPTO retrosynthesis dataset with 1.9M reactions from patents (1976-2016). The task is: Predict the reactants needed to synthesize the given product. Given the product [Si:5]([O:6][C@@H:7]([CH2:19][CH2:20][CH2:21][CH2:22][CH3:23])/[CH:8]=[CH:9]/[B:10]([OH:11])[OH:14])([C:1]([CH3:4])([CH3:3])[CH3:2])([CH3:25])[CH3:24], predict the reactants needed to synthesize it. The reactants are: [C:1]([Si:5]([CH3:25])([CH3:24])[O:6][C@@H:7]([CH2:19][CH2:20][CH2:21][CH2:22][CH3:23])/[CH:8]=[CH:9]/[B:10]1[O:14]C(C)(C)C(C)(C)[O:11]1)([CH3:4])([CH3:3])[CH3:2].